Dataset: Full USPTO retrosynthesis dataset with 1.9M reactions from patents (1976-2016). Task: Predict the reactants needed to synthesize the given product. (1) Given the product [Br:1][C:2]1[CH:3]=[CH:4][C:5]([CH3:11])=[C:6]([CH:10]=1)[C:7]([NH:12][C:13]1[C:14]([CH3:24])=[C:15]([CH:20]=[CH:21][C:22]=1[CH3:23])[C:16]([O:18][CH3:19])=[O:17])=[O:8], predict the reactants needed to synthesize it. The reactants are: [Br:1][C:2]1[CH:3]=[CH:4][C:5]([CH3:11])=[C:6]([CH:10]=1)[C:7](O)=[O:8].[NH2:12][C:13]1[C:14]([CH3:24])=[C:15]([CH:20]=[CH:21][C:22]=1[CH3:23])[C:16]([O:18][CH3:19])=[O:17].C(N(CC)C(C)C)(C)C.CCCP1(OP(CCC)(=O)OP(CCC)(=O)O1)=O. (2) Given the product [CH3:33][C:2]([CH3:1])([CH3:34])[C:3]#[C:4][C:5]1[S:9][C:8]([C:10]([OH:12])=[O:11])=[C:7]([N:13]([C@H:23]2[CH2:27][CH2:26][N:25]([CH2:28][CH2:29][OH:30])[C:24]2=[O:32])[C:14]([C@H:16]2[CH2:21][CH2:20][C@H:19]([CH3:22])[CH2:18][CH2:17]2)=[O:15])[CH:6]=1, predict the reactants needed to synthesize it. The reactants are: [CH3:1][C:2]([CH3:34])([CH3:33])[C:3]#[C:4][C:5]1[S:9][C:8]([C:10]([OH:12])=[O:11])=[C:7]([N:13]([C@H:23]2[CH2:27][CH2:26][N:25]([CH2:28][CH2:29][O:30]C)[C:24]2=[O:32])[C:14]([C@H:16]2[CH2:21][CH2:20][C@H:19]([CH3:22])[CH2:18][CH2:17]2)=[O:15])[CH:6]=1.B(Br)(Br)Br. (3) The reactants are: [CH3:1][N+:2]#[C-:3].[Li]CCCC.CCCCCC.[CH3:15][C:16]([C:21]1[CH:26]=[CH:25][CH:24]=[CH:23][CH:22]=1)([CH3:20])[C:17](Cl)=[O:18].[Na+].[Cl-]. Given the product [CH3:20][C:16]([C:17]1[O:18][CH:1]=[N:2][CH:3]=1)([C:21]1[CH:26]=[CH:25][CH:24]=[CH:23][CH:22]=1)[CH3:15], predict the reactants needed to synthesize it. (4) Given the product [CH2:1]([O:3][C:4]1[CH:5]=[C:6]([CH:9]=[C:10]([O:14][CH2:15][CH3:16])[C:11]=1[S:12]([CH3:13])=[O:17])[CH:7]=[O:8])[CH3:2], predict the reactants needed to synthesize it. The reactants are: [CH2:1]([O:3][C:4]1[CH:5]=[C:6]([CH:9]=[C:10]([O:14][CH2:15][CH3:16])[C:11]=1[S:12][CH3:13])[CH:7]=[O:8])[CH3:2].[OH:17]O.